From a dataset of Forward reaction prediction with 1.9M reactions from USPTO patents (1976-2016). Predict the product of the given reaction. Given the reactants O1CCCC1.B.[C:7]([CH:9]([C:25]1[CH:30]=[CH:29][C:28]([F:31])=[CH:27][CH:26]=1)[CH:10]([C:17]1[C:22]([F:23])=[CH:21][CH:20]=[CH:19][C:18]=1[F:24])[CH2:11][C:12](OCC)=[O:13])#[N:8].CO, predict the reaction product. The product is: [F:23][C:22]1[CH:21]=[CH:20][CH:19]=[C:18]([F:24])[C:17]=1[CH:10]([CH2:11][CH2:12][OH:13])[CH:9]([C:25]1[CH:26]=[CH:27][C:28]([F:31])=[CH:29][CH:30]=1)[C:7]#[N:8].